Dataset: Reaction yield outcomes from USPTO patents with 853,638 reactions. Task: Predict the reaction yield, written as a fraction of the theoretical maximum amount of product (1.0 means a 100% yield; for example, 0.34 means a 34% yield). (1) The reactants are [OH:1][C:2]1[CH:9]=[CH:8][C:5]([CH:6]=[O:7])=[CH:4][CH:3]=1.C([O-])([O-])=O.[K+].[K+].Br[C:17]1[CH:22]=[CH:21][C:20]([N+:23]([O-:25])=[O:24])=[CH:19][CH:18]=1.O. The catalyst is CN(C=O)C. The product is [N+:23]([C:20]1[CH:21]=[CH:22][C:17]([O:1][C:2]2[CH:9]=[CH:8][C:5]([CH:6]=[O:7])=[CH:4][CH:3]=2)=[CH:18][CH:19]=1)([O-:25])=[O:24]. The yield is 0.820. (2) The product is [Si:29]([O:36][CH2:37][C:38]([CH3:50])([CH3:49])[O:39][C:40]1[CH:41]=[CH:42][C:43]([C:2]2[C:7](=[O:8])[N:6]([CH2:9][C:10]3[CH:15]=[CH:14][C:13]([C:16]4[C:17]([C:22]#[N:23])=[CH:18][CH:19]=[CH:20][CH:21]=4)=[CH:12][CH:11]=3)[C:5]([CH2:24][CH2:25][CH3:26])=[N:4][C:3]=2[CH2:27][CH3:28])=[CH:44][CH:45]=1)([C:32]([CH3:35])([CH3:34])[CH3:33])([CH3:31])[CH3:30]. The reactants are Br[C:2]1[C:7](=[O:8])[N:6]([CH2:9][C:10]2[CH:15]=[CH:14][C:13]([C:16]3[C:17]([C:22]#[N:23])=[CH:18][CH:19]=[CH:20][CH:21]=3)=[CH:12][CH:11]=2)[C:5]([CH2:24][CH2:25][CH3:26])=[N:4][C:3]=1[CH2:27][CH3:28].[Si:29]([O:36][CH2:37][C:38]([CH3:50])([CH3:49])[O:39][C:40]1[CH:45]=[CH:44][C:43](B(O)O)=[CH:42][CH:41]=1)([C:32]([CH3:35])([CH3:34])[CH3:33])([CH3:31])[CH3:30].C(=O)([O-])[O-].[Cs+].[Cs+].O1CCOCC1. The yield is 0.850. The catalyst is C(OCC)(=O)C.C1C=CC(P(C2C=CC=CC=2)[C-]2C=CC=C2)=CC=1.C1C=CC(P(C2C=CC=CC=2)[C-]2C=CC=C2)=CC=1.Cl[Pd]Cl.[Fe+2].ClCCl. (3) The reactants are [NH2:1][CH2:2][C:3]1[N:11]2[C:6]([CH2:7][CH2:8][CH2:9][CH2:10]2)=[CH:5][C:4]=1[C:12]([O:14]C)=O.C[Si](C)(C)N[Si](C)(C)C.[Li].C1COCC1.[NH4+].[Cl-]. The catalyst is C1COCC1. The product is [C:12]1(=[O:14])[C:4]2[CH:5]=[C:6]3[N:11]([C:3]=2[CH2:2][NH:1]1)[CH2:10][CH2:9][CH2:8][CH2:7]3. The yield is 0.530. (4) The reactants are [H-].[Na+].[Cl:3][C:4]1[CH:5]=[CH:6][C:7]([CH2:10][OH:11])=[N:8][CH:9]=1.[CH:12]([CH:15]1[C:20]2[N:21]=[CH:22][NH:23][C:19]=2[CH2:18][CH2:17][N:16]1[C:24](OCC(Cl)(Cl)Cl)=[O:25])([CH3:14])[CH3:13]. The catalyst is C1COCC1. The product is [CH:12]([CH:15]1[C:20]2[N:21]=[CH:22][NH:23][C:19]=2[CH2:18][CH2:17][N:16]1[C:24]([O:11][CH2:10][C:7]1[CH:6]=[CH:5][C:4]([Cl:3])=[CH:9][N:8]=1)=[O:25])([CH3:14])[CH3:13]. The yield is 0.0120. (5) The reactants are [CH2:1]([O:3][P:4]([CH:9]([C:35]#[N:36])[CH2:10][C:11]([CH3:34])=[CH:12][CH2:13][C:14]1[C:15]([O:27][CH2:28][CH2:29][Si:30]([CH3:33])([CH3:32])[CH3:31])=[C:16]2[C:20](=[C:21]([CH3:25])[C:22]=1[O:23][CH3:24])[CH2:19][O:18][C:17]2=[O:26])(=[O:8])[O:5][CH2:6][CH3:7])[CH3:2].[CH3:37][Si]([N-][Si](C)(C)C)(C)C.[Na+].IC. The catalyst is C1COCC1. The product is [CH2:1]([O:3][P:4]([C:9]([C:35]#[N:36])([CH3:37])[CH2:10][C:11]([CH3:34])=[CH:12][CH2:13][C:14]1[C:15]([O:27][CH2:28][CH2:29][Si:30]([CH3:31])([CH3:32])[CH3:33])=[C:16]2[C:20](=[C:21]([CH3:25])[C:22]=1[O:23][CH3:24])[CH2:19][O:18][C:17]2=[O:26])(=[O:8])[O:5][CH2:6][CH3:7])[CH3:2]. The yield is 0.230. (6) The reactants are [Br:1][C:2]1[CH:7]=[CH:6][C:5]([C:8]([CH3:15])([CH3:14])[C:9](OCC)=[O:10])=[CH:4][CH:3]=1.[H-].[H-].[H-].[H-].[Li+].[Al+3]. The catalyst is C1COCC1. The product is [Br:1][C:2]1[CH:3]=[CH:4][C:5]([C:8]([CH3:15])([CH3:14])[CH2:9][OH:10])=[CH:6][CH:7]=1. The yield is 1.00. (7) The reactants are [Br:1][C:2]1[CH:7]=[CH:6][C:5]([CH:8]2[CH2:13][CH2:12][N:11](C(OCC(Cl)(Cl)Cl)=O)[CH2:10][CH:9]2[O:22]C(OCC(Cl)(Cl)Cl)=O)=[CH:4][CH:3]=1. The catalyst is C(O)(=O)C.[Zn]. The product is [Br:1][C:2]1[CH:7]=[CH:6][C:5]([CH:8]2[CH2:13][CH2:12][NH:11][CH2:10][CH:9]2[OH:22])=[CH:4][CH:3]=1. The yield is 0.460. (8) The reactants are [C:1]([NH:4][C@@H:5]1[C@@H:11]([OH:12])[C@H:10]([OH:13])[C@@H:9]([CH2:14][OH:15])[O:8][CH:6]1[OH:7])(=[O:3])[CH3:2].[CH3:16]O. No catalyst specified. The product is [C:1]([NH:4][C@@H:5]1[C@@H:11]([OH:12])[C@H:10]([OH:13])[C@@H:9]([CH2:14][OH:15])[O:8][C@@H:6]1[O:7][CH3:16])(=[O:3])[CH3:2]. The yield is 0.250. (9) The reactants are [C:1](=[O:4])([O-])O.[Na+].[CH3:6][OH:7].[N:8]1[C:15](Cl)=[N:14][C:12](Cl)=[N:11][C:9]=1[Cl:10]. No catalyst specified. The product is [Cl:10][C:9]1[N:11]=[C:12]([O:7][CH3:6])[N:14]=[C:15]([O:4][CH3:1])[N:8]=1. The yield is 0.848.